From a dataset of Forward reaction prediction with 1.9M reactions from USPTO patents (1976-2016). Predict the product of the given reaction. (1) Given the reactants Cl[C:2]1[CH:7]=[C:6]([Cl:8])[N:5]=[CH:4][N:3]=1.[CH3:9][C@H:10]1[CH2:15][CH2:14][CH2:13][C@@H:12]([CH3:16])[NH:11]1, predict the reaction product. The product is: [Cl:8][C:6]1[CH:7]=[C:2]([N:11]2[C@H:12]([CH3:16])[CH2:13][CH2:14][CH2:15][C@@H:10]2[CH3:9])[N:3]=[CH:4][N:5]=1. (2) Given the reactants Cl[C:2]1[N:11]=[CH:10][C:9]2[CH2:8][N:7]([C:12]3[C:13]([F:24])=[C:14]([CH:19]=[C:20]([O:22][CH3:23])[CH:21]=3)[C:15]([NH:17][CH3:18])=[O:16])[C:6](=[O:25])[N:5]([CH2:26][CH3:27])[C:4]=2[CH:3]=1.C([O-])([O-])=O.[Na+].[Na+].CC1(C)C(C)(C)OB([C:42]2[CH:43]=[CH:44][C:45]([C:48]3([C:52]#[N:53])[CH2:51][CH2:50][CH2:49]3)=[N:46][CH:47]=2)O1.CC(O)(C)C, predict the reaction product. The product is: [C:52]([C:48]1([C:45]2[N:46]=[CH:47][C:42]([C:2]3[N:11]=[CH:10][C:9]4[CH2:8][N:7]([C:12]5[C:13]([F:24])=[C:14]([CH:19]=[C:20]([O:22][CH3:23])[CH:21]=5)[C:15]([NH:17][CH3:18])=[O:16])[C:6](=[O:25])[N:5]([CH2:26][CH3:27])[C:4]=4[CH:3]=3)=[CH:43][CH:44]=2)[CH2:51][CH2:50][CH2:49]1)#[N:53].